Dataset: Catalyst prediction with 721,799 reactions and 888 catalyst types from USPTO. Task: Predict which catalyst facilitates the given reaction. (1) Reactant: CC(C)([O-])C.[K+].[C:7]([C:9]1[CH:29]=[C:28]([C:30]2[N:35]=[C:34]([NH:36][C:37]3[CH:42]=[CH:41][C:40]([N:43]4[CH2:48][CH2:47][N:46]([CH:49]5[CH2:52][O:51][CH2:50]5)[CH2:45][CH2:44]4)=[CH:39][CH:38]=3)[N:33]=[CH:32][N:31]=2)[CH:27]=[CH:26][C:10]=1[O:11][C@H:12]1[CH2:17][CH2:16][N:15]([C:18]([O:20][C:21]([CH3:24])([CH3:23])[CH3:22])=[O:19])[CH2:14][C@H:13]1[F:25])#[N:8].F[C@H]1[C@@H](O)CCN(C(OC(C)(C)C)=O)C1.FC1C=CC(C2N=C(NC3C=CC(N4CCN(C5COC5)CC4)=CC=3)N=CN=2)=CC=1C#N. Product: [C:7]([C:9]1[CH:29]=[C:28]([C:30]2[N:35]=[C:34]([NH:36][C:37]3[CH:42]=[CH:41][C:40]([N:43]4[CH2:44][CH2:45][N:46]([CH:49]5[CH2:50][O:51][CH2:52]5)[CH2:47][CH2:48]4)=[CH:39][CH:38]=3)[N:33]=[CH:32][N:31]=2)[CH:27]=[CH:26][C:10]=1[O:11][C@H:12]1[CH2:17][CH2:16][N:15]([C:18]([O:20][C:21]([CH3:24])([CH3:23])[CH3:22])=[O:19])[CH2:14][C@H:13]1[F:25])#[N:8]. The catalyst class is: 504. (2) Product: [Cl:12][C:13]1[CH:18]=[CH:17][CH:16]=[CH:15][C:14]=1[C:19]1[C:23]([C:24]([O:26]/[N:31]=[C:32](/[C:34]2[CH:42]=[CH:41][C:37]3[O:38][CH2:39][O:40][C:36]=3[CH:35]=2)\[NH2:33])=[O:25])=[C:22]([CH:27]2[CH2:28][CH2:29]2)[O:21][N:20]=1. Reactant: C(Cl)(=O)C(Cl)=O.CN(C=O)C.[Cl:12][C:13]1[CH:18]=[CH:17][CH:16]=[CH:15][C:14]=1[C:19]1[C:23]([C:24]([OH:26])=[O:25])=[C:22]([CH:27]2[CH2:29][CH2:28]2)[O:21][N:20]=1.O[N:31]=[C:32]([C:34]1[CH:42]=[CH:41][C:37]2[O:38][CH2:39][O:40][C:36]=2[CH:35]=1)[NH2:33].C1COCC1.C(N(CC)CC)C. The catalyst class is: 2. (3) Reactant: [CH3:1][C:2]1[CH:7]=[C:6]([C:8]([F:17])([C:13]([F:16])([F:15])[F:14])[C:9]([F:12])([F:11])[F:10])[CH:5]=[C:4]([CH3:18])[C:3]=1[NH:19][C:20]([C:22]1[S:23][CH:24]=[C:25]([NH2:27])[CH:26]=1)=[O:21].[Br:28]N1C(=O)CCC1=O.O. Product: [CH3:18][C:4]1[CH:5]=[C:6]([C:8]([F:17])([C:13]([F:14])([F:15])[F:16])[C:9]([F:11])([F:12])[F:10])[CH:7]=[C:2]([CH3:1])[C:3]=1[NH:19][C:20]([C:22]1[S:23][C:24]([Br:28])=[C:25]([NH2:27])[CH:26]=1)=[O:21]. The catalyst class is: 7. (4) Reactant: [C:1]1([C:7]2[CH:8]=[C:9]3[C:13](=[C:14]([C:16]([NH2:18])=[O:17])[CH:15]=2)[NH:12][CH:11]=[CH:10]3)[CH:6]=[CH:5][CH:4]=[CH:3][CH:2]=1.[C:19]1([CH2:25][N:26]2[CH2:31][CH2:30][C:29](=O)[CH2:28][CH2:27]2)[CH:24]=[CH:23][CH:22]=[CH:21][CH:20]=1.C[O-].[Na+]. Product: [C:1]1([C:7]2[CH:8]=[C:9]3[C:13](=[C:14]([C:16]([NH2:18])=[O:17])[CH:15]=2)[NH:12][CH:11]=[C:10]3[C:29]2[CH2:30][CH2:31][N:26]([CH2:25][C:19]3[CH:24]=[CH:23][CH:22]=[CH:21][CH:20]=3)[CH2:27][CH:28]=2)[CH:6]=[CH:5][CH:4]=[CH:3][CH:2]=1. The catalyst class is: 5. (5) Reactant: O[CH2:2][C:3]1[CH:12]=[N:11][C:10]2[N:9]3[CH2:13][CH2:14][CH2:15][C@H:8]3[C:7](=[O:16])[NH:6][C:5]=2[CH:4]=1.[CH3:17][NH:18][S:19]([C:22]1[CH:27]=[CH:26][C:25]([N:28]2[CH2:33][CH2:32][NH:31][CH2:30][CH2:29]2)=[CH:24][CH:23]=1)(=[O:21])=[O:20].[I-].C(C[P+](C)(C)C)#N.C(N(CC)C(C)C)(C)C. Product: [CH3:17][NH:18][S:19]([C:22]1[CH:23]=[CH:24][C:25]([N:28]2[CH2:33][CH2:32][N:31]([CH2:2][C:3]3[CH:12]=[N:11][C:10]4[N:9]5[CH2:13][CH2:14][CH2:15][C@H:8]5[C:7](=[O:16])[NH:6][C:5]=4[CH:4]=3)[CH2:30][CH2:29]2)=[CH:26][CH:27]=1)(=[O:20])=[O:21]. The catalyst class is: 397. (6) Reactant: [NH2:1][C:2]1[CH:3]=[C:4]2[C:9](=[C:10]([Cl:12])[CH:11]=1)[N:8]=[CH:7][C:6]([C:13]#[N:14])=[C:5]2[NH:15][C:16]1[CH:21]=[CH:20][C:19]([F:22])=[C:18]([Cl:23])[CH:17]=1.[CH3:24][O:25][C:26]1[C:31]([CH3:32])=[CH:30][N:29]=[C:28]([CH:33]=O)[C:27]=1[CH3:35].[BH3-]C#N.[Na+]. Product: [Cl:12][C:10]1[CH:11]=[C:2]([NH:1][CH2:33][C:28]2[C:27]([CH3:35])=[C:26]([O:25][CH3:24])[C:31]([CH3:32])=[CH:30][N:29]=2)[CH:3]=[C:4]2[C:9]=1[N:8]=[CH:7][C:6]([C:13]#[N:14])=[C:5]2[NH:15][C:16]1[CH:21]=[CH:20][C:19]([F:22])=[C:18]([Cl:23])[CH:17]=1. The catalyst class is: 14. (7) Reactant: [Br:1][C:2]1[CH:29]=[CH:28][C:5]([CH2:6][C@@:7]2([CH3:27])[N:11]3[C:12]([C:15](O)=[O:16])=[CH:13][N:14]=[C:10]3[N:9]([C:18]3[CH:23]=[C:22]([Cl:24])[CH:21]=[C:20]([Cl:25])[CH:19]=3)[C:8]2=[O:26])=[CH:4][CH:3]=1.Cl.[CH2:31]([O:34][C:35]([C:37]1([NH2:40])[CH2:39][CH2:38]1)=[O:36])[CH:32]=[CH2:33].C(N(C(C)C)CC)(C)C.CN(C(ON1N=NC2C=CC=NC1=2)=[N+](C)C)C.F[P-](F)(F)(F)(F)F. Product: [CH2:31]([O:34][C:35]([C:37]1([NH:40][C:15]([C:12]2[N:11]3[C@@:7]([CH2:6][C:5]4[CH:4]=[CH:3][C:2]([Br:1])=[CH:29][CH:28]=4)([CH3:27])[C:8](=[O:26])[N:9]([C:18]4[CH:23]=[C:22]([Cl:24])[CH:21]=[C:20]([Cl:25])[CH:19]=4)[C:10]3=[N:14][CH:13]=2)=[O:16])[CH2:39][CH2:38]1)=[O:36])[CH:32]=[CH2:33]. The catalyst class is: 3. (8) Reactant: [CH3:1][CH:2]([CH3:7])[CH2:3][S:4]([O-:6])=[O:5].[Na+].[Cl:9][C:10]1[N:15]=[C:14]([CH2:16]Cl)[CH:13]=[CH:12][N:11]=1.O. Product: [Cl:9][C:10]1[N:15]=[C:14]([CH2:16][S:4]([CH2:3][CH:2]([CH3:7])[CH3:1])(=[O:6])=[O:5])[CH:13]=[CH:12][N:11]=1. The catalyst class is: 3. (9) Reactant: [F:1][C:2]1[CH:7]=[CH:6][C:5](/[CH:8]=[CH:9]/[C:10]2[CH:15]=[C:14]([C:16]3[NH:20][C:19]([N:21]4[CH2:26][CH2:25][NH:24][CH2:23][CH2:22]4)=[C:18]([C:27]([NH2:29])=[O:28])[CH:17]=3)[CH:13]=[CH:12][N:11]=2)=[CH:4][CH:3]=1.[CH3:30][S:31](Cl)(=[O:33])=[O:32]. Product: [F:1][C:2]1[CH:7]=[CH:6][C:5](/[CH:8]=[CH:9]/[C:10]2[CH:15]=[C:14]([C:16]3[NH:20][C:19]([N:21]4[CH2:26][CH2:25][N:24]([S:31]([CH3:30])(=[O:33])=[O:32])[CH2:23][CH2:22]4)=[C:18]([C:27]([NH2:29])=[O:28])[CH:17]=3)[CH:13]=[CH:12][N:11]=2)=[CH:4][CH:3]=1. The catalyst class is: 383. (10) Reactant: [C:1]([O:5][C:6](=[O:54])[N:7]([CH2:17][C@@H:18]([OH:53])[C@@H:19]([NH:29][C:30](=[O:52])[C:31]1[CH:36]=[C:35]([C:37](=[O:48])[NH:38][CH:39]([C:41]2[CH:46]=[CH:45][C:44]([F:47])=[CH:43][CH:42]=2)[CH3:40])[CH:34]=[C:33]([C:49](=[O:51])[CH3:50])[CH:32]=1)[CH2:20][C:21]1[CH:26]=[C:25]([F:27])[CH:24]=[C:23]([F:28])[CH:22]=1)[CH2:8][C:9]1[CH:14]=[CH:13][CH:12]=[C:11]([O:15][CH3:16])[CH:10]=1)([CH3:4])([CH3:3])[CH3:2].[BH4-].[Na+]. Product: [C:1]([O:5][C:6](=[O:54])[N:7]([CH2:17][C@@H:18]([OH:53])[C@@H:19]([NH:29][C:30](=[O:52])[C:31]1[CH:32]=[C:33]([CH:49]([OH:51])[CH3:50])[CH:34]=[C:35]([C:37](=[O:48])[NH:38][CH:39]([C:41]2[CH:42]=[CH:43][C:44]([F:47])=[CH:45][CH:46]=2)[CH3:40])[CH:36]=1)[CH2:20][C:21]1[CH:26]=[C:25]([F:27])[CH:24]=[C:23]([F:28])[CH:22]=1)[CH2:8][C:9]1[CH:14]=[CH:13][CH:12]=[C:11]([O:15][CH3:16])[CH:10]=1)([CH3:3])([CH3:4])[CH3:2]. The catalyst class is: 5.